From a dataset of Retrosynthesis with 50K atom-mapped reactions and 10 reaction types from USPTO. Predict the reactants needed to synthesize the given product. (1) Given the product N#Cc1nc(C(=O)N[C@H](CC(=O)O)c2cccnc2)c(O)c2ccc(Oc3ccccc3)cc12, predict the reactants needed to synthesize it. The reactants are: COC(=O)C[C@@H](NC(=O)c1nc(C#N)c2cc(Oc3ccccc3)ccc2c1O)c1cccnc1. (2) Given the product CC(=O)Nc1cccc(-c2c(C)c(NC(=O)CC(C)(C)C)c(C)c3c2OCC3c2ccc(C(C)C)cc2)c1, predict the reactants needed to synthesize it. The reactants are: CC(=O)Nc1cccc(B(O)O)c1.Cc1c(Br)c2c(c(C)c1NC(=O)CC(C)(C)C)C(c1ccc(C(C)C)cc1)CO2.